This data is from Catalyst prediction with 721,799 reactions and 888 catalyst types from USPTO. The task is: Predict which catalyst facilitates the given reaction. (1) Reactant: [C:1](Cl)(=[O:3])[CH3:2].[NH2:5][C:6]1[C:15]([C:16]2[CH:20]=[CH:19][O:18][C:17]=2[CH2:21][O:22][Si:23]([C:26]([CH3:29])([CH3:28])[CH3:27])([CH3:25])[CH3:24])=[CH:14][CH:13]=[C:12]([NH:30][C:31](=[O:36])[C:32]([CH3:35])([CH3:34])[CH3:33])[C:7]=1[C:8]([O:10][CH3:11])=[O:9]. Product: [C:1]([NH:5][C:6]1[C:15]([C:16]2[CH:20]=[CH:19][O:18][C:17]=2[CH2:21][O:22][Si:23]([C:26]([CH3:29])([CH3:28])[CH3:27])([CH3:25])[CH3:24])=[CH:14][CH:13]=[C:12]([NH:30][C:31](=[O:36])[C:32]([CH3:35])([CH3:34])[CH3:33])[C:7]=1[C:8]([O:10][CH3:11])=[O:9])(=[O:3])[CH3:2]. The catalyst class is: 202. (2) Reactant: [C:1]([O:5][C:6](=[O:15])[NH:7][C:8]1[CH:13]=[CH:12][C:11]([NH2:14])=[CH:10][CH:9]=1)([CH3:4])([CH3:3])[CH3:2].C(N(CC)CC)C.[C:23](Cl)(Cl)=[S:24]. Product: [C:1]([O:5][C:6](=[O:15])[NH:7][C:8]1[CH:9]=[CH:10][C:11]([N:14]=[C:23]=[S:24])=[CH:12][CH:13]=1)([CH3:4])([CH3:2])[CH3:3]. The catalyst class is: 1. (3) Reactant: [NH2:1][C:2]1[N:7]=[CH:6][C:5]([C:8]([O:10][CH3:11])=[O:9])=[CH:4][CH:3]=1.Br[CH:13]([C:15](=O)[CH:16]([CH3:18])[CH3:17])[CH3:14].CCN(C(C)C)C(C)C. Product: [CH3:14][C:13]1[N:7]2[CH:6]=[C:5]([C:8]([O:10][CH3:11])=[O:9])[CH:4]=[CH:3][C:2]2=[N:1][C:15]=1[CH:16]([CH3:18])[CH3:17]. The catalyst class is: 8. (4) Reactant: [CH:1]([C:3]1[C:11]([O:12][CH3:13])=[CH:10][C:9]([O:14][CH3:15])=[CH:8][C:4]=1[C:5](O)=[O:6])=O.O.[NH2:17][NH2:18]. Product: [CH3:13][O:12][C:11]1[CH:10]=[C:9]([O:14][CH3:15])[CH:8]=[C:4]2[C:3]=1[CH:1]=[N:17][NH:18][C:5]2=[O:6]. The catalyst class is: 8. (5) Reactant: [NH2:1][C:2]1[N:11]=[C:10]([C:12]2[CH:17]=[CH:16][CH:15]=[C:14]([Cl:18])[CH:13]=2)[C:9]2[C:4](=[CH:5][CH:6]=[C:7]([C:19]([C:27]3[CH:32]=[CH:31][C:30]([Cl:33])=[CH:29][CH:28]=3)([C:21]3[N:25]([CH3:26])[CH:24]=[N:23][CH:22]=3)[OH:20])[CH:8]=2)[N:3]=1.[N:34]([CH:37]([CH3:39])[CH3:38])=[C:35]=[O:36]. Product: [Cl:18][C:14]1[CH:13]=[C:12]([C:10]2[C:9]3[C:4](=[CH:5][CH:6]=[C:7]([C:19]([C:27]4[CH:28]=[CH:29][C:30]([Cl:33])=[CH:31][CH:32]=4)([OH:20])[C:21]4[N:25]([CH3:26])[CH:24]=[N:23][CH:22]=4)[CH:8]=3)[N:3]=[C:2]([NH:1][C:35]([NH:34][CH:37]([CH3:39])[CH3:38])=[O:36])[N:11]=2)[CH:17]=[CH:16][CH:15]=1. The catalyst class is: 20. (6) Reactant: [N:1]1[CH:6]=[CH:5][N:4]=[C:3]([NH:7][C:8]2[C:9](=[O:16])[N:10]([CH3:15])[CH:11]=[C:12](Br)[CH:13]=2)[N:2]=1.[C:17]([O:20][CH2:21][C:22]1[C:23]([N:37]2[CH2:49][CH2:48][N:40]3[C:41]4[CH2:42][CH2:43][CH2:44][CH2:45][C:46]=4[CH:47]=[C:39]3[C:38]2=[O:50])=[N:24][CH:25]=[CH:26][C:27]=1B1OC(C)(C)C(C)(C)O1)(=[O:19])[CH3:18].C([O-])(=O)C.[Na+].[O-]P([O-])([O-])=O.[K+].[K+].[K+]. Product: [C:17]([O:20][CH2:21][C:22]1[C:23]([N:37]2[CH2:49][CH2:48][N:40]3[C:41]4[CH2:42][CH2:43][CH2:44][CH2:45][C:46]=4[CH:47]=[C:39]3[C:38]2=[O:50])=[N:24][CH:25]=[CH:26][C:27]=1[C:12]1[CH:13]=[C:8]([NH:7][C:3]2[N:2]=[N:1][CH:6]=[CH:5][N:4]=2)[C:9](=[O:16])[N:10]([CH3:15])[CH:11]=1)(=[O:19])[CH3:18]. The catalyst class is: 543. (7) Reactant: [Cl:1][C:2]1[CH:7]=[CH:6][C:5]([CH:8]([C:27]2[CH:32]=[CH:31][C:30]([Cl:33])=[CH:29][CH:28]=2)[N:9]2[CH2:12][C:11]([CH:14]([C:19]3[CH:24]=[C:23]([F:25])[CH:22]=[C:21]([F:26])[CH:20]=3)[C:15]([O:17][CH3:18])=[O:16])(O)[CH2:10]2)=[CH:4][CH:3]=1.N1C=CC=CC=1.N1(C2CCCCCCCCCC2)CCCCCCCCCN1. Product: [Cl:33][C:30]1[CH:29]=[CH:28][C:27]([CH:8]([C:5]2[CH:4]=[CH:3][C:2]([Cl:1])=[CH:7][CH:6]=2)[N:9]2[CH2:10][C:11](=[C:14]([C:19]3[CH:20]=[C:21]([F:26])[CH:22]=[C:23]([F:25])[CH:24]=3)[C:15]([O:17][CH3:18])=[O:16])[CH2:12]2)=[CH:32][CH:31]=1. The catalyst class is: 2. (8) Reactant: [C:1]([NH:4][CH2:5][C:6]1[S:7][CH:8]=[C:9](/[CH:11]=[CH:12]/[C:13]2[S:17][C:16]([CH2:18][C:19]([O:21][CH3:22])=[O:20])=[CH:15][CH:14]=2)[N:10]=1)(=[O:3])[CH3:2].C(NCC1SC=C(/C=C\C2SC(CC(OC)=O)=CC=2)N=1)(=O)C.CO. Product: [C:1]([NH:4][CH2:5][C:6]1[S:7][CH:8]=[C:9]([CH2:11][CH2:12][C:13]2[S:17][C:16]([CH2:18][C:19]([O:21][CH3:22])=[O:20])=[CH:15][CH:14]=2)[N:10]=1)(=[O:3])[CH3:2]. The catalyst class is: 304. (9) Reactant: C[O:2][Si:3]([O:11]C)([O:9]C)[C-:4]1[CH:8]=[CH:7][CH:6]=[CH:5]1.[C-:13]1([Si:18]([O:23]C)([O:21]C)[O:19]C)[CH:17]=[CH:16][CH:15]=[CH:14]1.[Fe+2:25].C(O)(=O)C. Product: [OH:2][Si:3]([OH:11])([OH:9])[C-:4]1[CH:8]=[CH:7][CH:6]=[CH:5]1.[C-:13]1([Si:18]([OH:23])([OH:21])[OH:19])[CH:17]=[CH:16][CH:15]=[CH:14]1.[Fe+2:25]. The catalyst class is: 28. (10) Product: [C:16]([O:15][C:13](=[O:14])[NH:1][C@H:2]([CH2:11][OH:12])[C@H:3]([OH:4])[C:5]1[CH:6]=[CH:7][CH:8]=[CH:9][CH:10]=1)([CH3:19])([CH3:18])[CH3:17]. Reactant: [NH2:1][C@H:2]([CH2:11][OH:12])[C@@H:3]([C:5]1[CH:10]=[CH:9][CH:8]=[CH:7][CH:6]=1)[OH:4].[C:13](O[C:13]([O:15][C:16]([CH3:19])([CH3:18])[CH3:17])=[O:14])([O:15][C:16]([CH3:19])([CH3:18])[CH3:17])=[O:14]. The catalyst class is: 5.